This data is from Full USPTO retrosynthesis dataset with 1.9M reactions from patents (1976-2016). The task is: Predict the reactants needed to synthesize the given product. (1) Given the product [OH:1][C:2]1[C:7]2[CH:8]=[CH:9][S:10][C:6]=2[C:5]([CH2:11][CH2:12][C:13]([O:15][CH2:16][CH3:17])=[O:14])=[CH:4][CH:3]=1, predict the reactants needed to synthesize it. The reactants are: [OH:1][C:2]1[C:7]2[CH:8]=[CH:9][S:10][C:6]=2[C:5](/[CH:11]=[CH:12]/[C:13]([O:15][CH2:16][CH3:17])=[O:14])=[CH:4][CH:3]=1. (2) Given the product [C:33]([O:37][C:38](=[O:56])[N:39]([CH2:52][CH2:53][CH2:54][N:22]1[C:21](=[O:30])[C:20]([CH3:32])([CH3:31])[C:19]2[C:24](=[C:25]([N+:26]([O-:28])=[O:27])[C:16]([NH2:15])=[CH:17][CH:18]=2)[C:23]1=[O:29])[CH2:40][CH2:41][C:42]1[CH:47]=[CH:46][C:45]([O:48][CH3:49])=[C:44]([O:50][CH3:51])[CH:43]=1)([CH3:35])([CH3:34])[CH3:36], predict the reactants needed to synthesize it. The reactants are: CC(OC(/N=N/C(OC(C)C)=O)=O)C.[NH2:15][C:16]1[C:25]([N+:26]([O-:28])=[O:27])=[C:24]2[C:19]([C:20]([CH3:32])([CH3:31])[C:21](=[O:30])[NH:22][C:23]2=[O:29])=[CH:18][CH:17]=1.[C:33]([O:37][C:38](=[O:56])[N:39]([CH2:52][CH2:53][CH2:54]O)[CH2:40][CH2:41][C:42]1[CH:47]=[CH:46][C:45]([O:48][CH3:49])=[C:44]([O:50][CH3:51])[CH:43]=1)([CH3:36])([CH3:35])[CH3:34].C1C=CC(P(C2C=CC=CC=2)C2C=CC=CC=2)=CC=1.